This data is from Catalyst prediction with 721,799 reactions and 888 catalyst types from USPTO. The task is: Predict which catalyst facilitates the given reaction. Reactant: N[C:2]1[CH:3]=[CH:4][CH:5]=[C:6]2[C:11]=1[C:10](=[O:12])[NH:9][C:8](=[O:13])[C:7]2([CH3:15])[CH3:14]. Product: [C:10]([NH:9][C:3]1[CH:2]=[C:11]2[C:6]([C:7]([CH3:15])([CH3:14])[C:8](=[O:13])[NH:9][C:10]2=[O:12])=[CH:5][CH:4]=1)(=[O:12])[CH3:11]. The catalyst class is: 152.